Dataset: Full USPTO retrosynthesis dataset with 1.9M reactions from patents (1976-2016). Task: Predict the reactants needed to synthesize the given product. The reactants are: [CH3:1][C:2]1[N:3]=[C:4]([C:19]2[CH:24]=[CH:23][CH:22]=[CH:21][C:20]=2[O:25]CC2C=CC=CC=2)[N:5]([CH2:11][CH2:12][C:13]2[CH:18]=[CH:17][CH:16]=[CH:15][CH:14]=2)[C:6](=[O:10])[C:7]=1[C:8]#[N:9]. Given the product [OH:25][C:20]1[CH:21]=[CH:22][CH:23]=[CH:24][C:19]=1[C:4]1[N:5]([CH2:11][CH2:12][C:13]2[CH:14]=[CH:15][CH:16]=[CH:17][CH:18]=2)[C:6](=[O:10])[C:7]([C:8]#[N:9])=[C:2]([CH3:1])[N:3]=1, predict the reactants needed to synthesize it.